Dataset: Catalyst prediction with 721,799 reactions and 888 catalyst types from USPTO. Task: Predict which catalyst facilitates the given reaction. (1) Reactant: [F:1][C:2]1[CH:10]=[C:9]2[C:5]([C:6]([C:12]3[N:13]=[C:14]4[C:20]([C:21]([OH:23])=O)=[CH:19][N:18]([CH2:24][O:25][CH2:26][CH2:27][Si:28]([CH3:31])([CH3:30])[CH3:29])[C:15]4=[N:16][CH:17]=3)=[N:7][N:8]2[CH3:11])=[CH:4][CH:3]=1.Cl.[O:33]1[CH:37]=[CH:36][C:35]([CH:38]([NH2:40])[CH3:39])=[N:34]1.C(N(CC)C(C)C)(C)C.CN(C(ON1N=NC2C=CC=NC1=2)=[N+](C)C)C.F[P-](F)(F)(F)(F)F. Product: [O:33]1[CH:37]=[CH:36][C:35]([CH:38]([NH:40][C:21]([C:20]2[C:14]3[C:15](=[N:16][CH:17]=[C:12]([C:6]4[C:5]5[C:9](=[CH:10][C:2]([F:1])=[CH:3][CH:4]=5)[N:8]([CH3:11])[N:7]=4)[N:13]=3)[N:18]([CH2:24][O:25][CH2:26][CH2:27][Si:28]([CH3:30])([CH3:29])[CH3:31])[CH:19]=2)=[O:23])[CH3:39])=[N:34]1. The catalyst class is: 136. (2) Reactant: [OH:1][C:2]([C:4]([F:7])([F:6])[F:5])=[O:3].[F:8][C:9]1[CH:35]=[C:34]([F:36])[CH:33]=[CH:32][C:10]=1[O:11][CH:12]1[CH2:17][CH2:16][N:15]([C:18]2[N:23]=[C:22]3[CH2:24][NH:25][CH2:26][CH2:27][C:21]3=[N:20][C:19]=2[NH:28][CH:29]([CH3:31])[CH3:30])[CH2:14][CH2:13]1.C(N(CC)CC)C.[N:44]([CH2:47][CH2:48][O:49][CH3:50])=[C:45]=[O:46]. Product: [F:8][C:9]1[CH:35]=[C:34]([F:36])[CH:33]=[CH:32][C:10]=1[O:11][CH:12]1[CH2:13][CH2:14][N:15]([C:18]2[N:23]=[C:22]3[CH2:24][N:25]([C:45]([NH:44][CH2:47][CH2:48][O:49][CH3:50])=[O:46])[CH2:26][CH2:27][C:21]3=[N:20][C:19]=2[NH:28][CH:29]([CH3:31])[CH3:30])[CH2:16][CH2:17]1.[C:2]([OH:3])([C:4]([F:7])([F:6])[F:5])=[O:1]. The catalyst class is: 2. (3) Reactant: C([BH3-])#N.[Na+].[N:5](=[C:7]([CH3:25])[CH2:8][CH2:9][CH2:10][CH2:11][N:12]1[C:21](=[O:22])[C:20]2[N:19]([CH3:23])[CH:18]=[N:17][C:16]=2[N:15]([CH3:24])[C:13]1=[O:14])[OH:6].Cl. Product: [OH:6][NH:5][CH:7]([CH3:25])[CH2:8][CH2:9][CH2:10][CH2:11][N:12]1[C:21](=[O:22])[C:20]2[N:19]([CH3:23])[CH:18]=[N:17][C:16]=2[N:15]([CH3:24])[C:13]1=[O:14]. The catalyst class is: 275. (4) Reactant: [Cl:1][C:2]1[CH:3]=[C:4]([CH:6]=[CH:7][CH:8]=1)[NH2:5].CO[CH:11]1[CH2:15][CH2:14][CH:13](OC)O1.O. Product: [Cl:1][C:2]1[CH:3]=[C:4]([N:5]2[CH:11]=[CH:15][CH:14]=[CH:13]2)[CH:6]=[CH:7][CH:8]=1. The catalyst class is: 15. (5) Reactant: [OH:1][CH:2]([CH3:22])[CH:3]([N:5]1[C:13]2[C:8](=[CH:9][CH:10]=[CH:11][CH:12]=2)[C:7]([C:14]([O:16][C:17]([CH3:20])([CH3:19])[CH3:18])=[O:15])=[C:6]1[CH3:21])[CH3:4].[H-].[Na+].I[CH3:26]. Product: [CH3:26][O:1][CH:2]([CH3:22])[CH:3]([N:5]1[C:13]2[C:8](=[CH:9][CH:10]=[CH:11][CH:12]=2)[C:7]([C:14]([O:16][C:17]([CH3:20])([CH3:19])[CH3:18])=[O:15])=[C:6]1[CH3:21])[CH3:4]. The catalyst class is: 56. (6) Product: [Cl:1][C:2]1[NH:3][C:4]([C:14]2[CH:19]=[CH:18][NH:17][C:16](=[O:21])[CH:15]=2)=[C:5]([C:7]2[CH:12]=[CH:11][C:10]([F:13])=[CH:9][CH:8]=2)[N:6]=1. Reactant: [Cl:1][C:2]1[NH:3][C:4]([C:14]2[CH:19]=[CH:18][N:17]=[C:16](F)[CH:15]=2)=[C:5]([C:7]2[CH:12]=[CH:11][C:10]([F:13])=[CH:9][CH:8]=2)[N:6]=1.[O:21]1CCCC1. The catalyst class is: 126. (7) Reactant: [CH3:1][O:2][C:3](=[O:26])[C@H:4]([CH2:22][CH2:23][S:24][CH3:25])[NH:5][C:6](=[O:21])[C:7]1[CH:12]=[CH:11][C:10]([NH2:13])=[CH:9][C:8]=1[C:14]1[CH:19]=[CH:18][CH:17]=[CH:16][C:15]=1[CH3:20].[N:27]1[CH:32]=[CH:31][CH:30]=[C:29]([CH:33]=O)[CH:28]=1.C([BH3-])#N.[Na+].C(O)(=O)C. Product: [CH3:1][O:2][C:3](=[O:26])[C@H:4]([CH2:22][CH2:23][S:24][CH3:25])[NH:5][C:6](=[O:21])[C:7]1[CH:12]=[CH:11][C:10]([NH:13][CH2:33][C:29]2[CH:28]=[N:27][CH:32]=[CH:31][CH:30]=2)=[CH:9][C:8]=1[C:14]1[CH:19]=[CH:18][CH:17]=[CH:16][C:15]=1[CH3:20]. The catalyst class is: 5. (8) Reactant: [CH3:1][O:2][C:3]1[CH:8]=[CH:7][C:6]([CH2:9][C:10]([OH:12])=[O:11])=[CH:5][CH:4]=1.[CH:13](O)([CH3:15])[CH3:14].C1(P(C2C=CC=CC=2)C2C=CC=CC=2)C=CC=CC=1. Product: [CH:13]([O:11][C:10](=[O:12])[CH2:9][C:6]1[CH:5]=[CH:4][C:3]([O:2][CH3:1])=[CH:8][CH:7]=1)([CH3:15])[CH3:14]. The catalyst class is: 7. (9) Reactant: [CH3:1][N:2]1[CH:6]=[C:5]([N:7]2[CH:12]=[CH:11][C:10](=[O:13])[C:9]([CH2:14][C:15]3[CH:20]=[CH:19][CH:18]=[C:17]([C:21]4[N:26]=[CH:25][C:24]([NH:27][CH2:28][CH2:29][CH3:30])=[CH:23][N:22]=4)[CH:16]=3)=[N:8]2)[CH:4]=[N:3]1.C=O.[C:33](O)(=O)C.[BH3-]C#N.[Na+].C([O-])(O)=O.[Na+]. Product: [CH3:33][N:27]([CH2:28][CH2:29][CH3:30])[C:24]1[CH:25]=[N:26][C:21]([C:17]2[CH:16]=[C:15]([CH:20]=[CH:19][CH:18]=2)[CH2:14][C:9]2[C:10](=[O:13])[CH:11]=[CH:12][N:7]([C:5]3[CH:4]=[N:3][N:2]([CH3:1])[CH:6]=3)[N:8]=2)=[N:22][CH:23]=1. The catalyst class is: 210. (10) Reactant: Cl[C:2]1[N:12]=[C:11]([NH:13][C:14]2[CH:19]=[CH:18][C:17]([N:20]3[CH2:25][CH2:24][N:23]([C:26]([O:28][C:29]([CH3:32])([CH3:31])[CH3:30])=[O:27])[CH2:22][CH2:21]3)=[CH:16][C:15]=2[O:33][CH3:34])[C:5]2[C:6](=[O:10])[NH:7][N:8]=[CH:9][C:4]=2[CH:3]=1.[F:35][C:36]1[CH:41]=[CH:40][CH:39]=[C:38]([F:42])[C:37]=1[OH:43].CN(C)CC(O)=O.C(=O)([O-])[O-].[Cs+].[Cs+]. Product: [F:35][C:36]1[CH:41]=[CH:40][CH:39]=[C:38]([F:42])[C:37]=1[O:43][C:2]1[N:12]=[C:11]([NH:13][C:14]2[CH:19]=[CH:18][C:17]([N:20]3[CH2:25][CH2:24][N:23]([C:26]([O:28][C:29]([CH3:32])([CH3:31])[CH3:30])=[O:27])[CH2:22][CH2:21]3)=[CH:16][C:15]=2[O:33][CH3:34])[C:5]2[C:6](=[O:10])[NH:7][N:8]=[CH:9][C:4]=2[CH:3]=1. The catalyst class is: 12.